Dataset: Reaction yield outcomes from USPTO patents with 853,638 reactions. Task: Predict the reaction yield, written as a fraction of the theoretical maximum amount of product (1.0 means a 100% yield; for example, 0.34 means a 34% yield). (1) The reactants are [OH:1][C:2]1[CH:8]=[CH:7][C:5]([NH2:6])=[C:4]([N+:9]([O-:11])=[O:10])[CH:3]=1.[H-].[Na+].F[C:15]1[CH:20]=[CH:19][C:18]([N+:21]([O-:23])=[O:22])=[CH:17][CH:16]=1. The catalyst is CN(C=O)C. The product is [N+:21]([C:18]1[CH:19]=[CH:20][C:15]([O:1][C:2]2[CH:8]=[CH:7][C:5]([NH2:6])=[C:4]([N+:9]([O-:11])=[O:10])[CH:3]=2)=[CH:16][CH:17]=1)([O-:23])=[O:22]. The yield is 0.830. (2) The reactants are [Br:1][C:2]1[CH:3]=[N:4][CH:5]=[C:6]([CH:12]=1)[C:7]([O:9]CC)=O.[Li+:13].CC([N-]C(C)C)C.[C:21]([O:25][CH3:26])(=[O:24])[CH:22]=[CH2:23].CC(O)=O. The catalyst is C1COCC1. The product is [Br:1][C:2]1[C:12]2[CH2:23][C:22]([C:21]([O:25][CH3:26])=[O:24])=[C:7]([O-:9])[C:6]=2[CH:5]=[N:4][CH:3]=1.[Li+:13]. The yield is 0.500. (3) The reactants are [F:1][C:2]1[CH:7]=[CH:6][C:5]([CH2:8][C:9]#[N:10])=[CH:4][CH:3]=1.[Cl:11][C:12]1[C:13]([F:20])=[C:14]([CH:17]=[CH:18][CH:19]=1)[CH:15]=O.C[O-].[Na+]. The catalyst is CO. The product is [Cl:11][C:12]1[C:13]([F:20])=[C:14](/[CH:15]=[C:8](/[C:5]2[CH:6]=[CH:7][C:2]([F:1])=[CH:3][CH:4]=2)\[C:9]#[N:10])[CH:17]=[CH:18][CH:19]=1. The yield is 0.800. (4) The reactants are Cl[C:2]1[N:7]=[C:6]([C:8]2[S:12][C:11]([C:13]([CH3:16])([CH3:15])[CH3:14])=[N:10][C:9]=2[C:17]2[C:18]([F:24])=[C:19]([CH:21]=[CH:22][CH:23]=2)[NH2:20])[CH:5]=[CH:4][N:3]=1.[NH4+:25].[OH-].O1CCOCC1. The catalyst is O. The product is [NH2:20][C:19]1[C:18]([F:24])=[C:17]([C:9]2[N:10]=[C:11]([C:13]([CH3:16])([CH3:15])[CH3:14])[S:12][C:8]=2[C:6]2[CH:5]=[CH:4][N:3]=[C:2]([NH2:25])[N:7]=2)[CH:23]=[CH:22][CH:21]=1. The yield is 0.830. (5) The reactants are [Cl:1][C:2]1[CH:3]=[CH:4][C:5]([F:25])=[C:6]([C:8]2[CH:13]=[CH:12][C:11]([C:14](OC)=[O:15])=[CH:10][C:9]=2[C:18]2[C:22]([CH3:24])([CH3:23])[CH2:21][CH2:20][CH:19]=2)[CH:7]=1.[H-].[H-].[H-].[H-].[Li+].[Al+3].[OH-].[Na+]. The catalyst is C1COCC1. The product is [Cl:1][C:2]1[CH:3]=[CH:4][C:5]([F:25])=[C:6]([C:8]2[CH:13]=[CH:12][C:11]([CH2:14][OH:15])=[CH:10][C:9]=2[C:18]2[C:22]([CH3:23])([CH3:24])[CH2:21][CH2:20][CH:19]=2)[CH:7]=1. The yield is 0.630.